Predict the product of the given reaction. From a dataset of Forward reaction prediction with 1.9M reactions from USPTO patents (1976-2016). Given the reactants [OH:1][C:2]1[C:11]2[C:6](=[CH:7][CH:8]=[CH:9][CH:10]=2)[C:5]([CH3:17])([CH2:12][CH:13]=[C:14]([CH3:16])[CH3:15])[C:4](=[O:18])[C:3]=1[C:19]1[NH:24][C:23]2[CH:25]=[CH:26][C:27]([NH:29][S:30]([CH3:33])(=[O:32])=[O:31])=[CH:28][C:22]=2[S:21](=[O:35])(=[O:34])[N:20]=1.Cl.[O:37]1CCOCC1, predict the reaction product. The product is: [OH:1][C:2]1[C:11]2[C:6](=[CH:7][CH:8]=[CH:9][CH:10]=2)[C:5]([CH2:12][CH2:13][C:14]([OH:37])([CH3:15])[CH3:16])([CH3:17])[C:4](=[O:18])[C:3]=1[C:19]1[NH:24][C:23]2[CH:25]=[CH:26][C:27]([NH:29][S:30]([CH3:33])(=[O:32])=[O:31])=[CH:28][C:22]=2[S:21](=[O:35])(=[O:34])[N:20]=1.